From a dataset of Peptide-MHC class I binding affinity with 185,985 pairs from IEDB/IMGT. Regression. Given a peptide amino acid sequence and an MHC pseudo amino acid sequence, predict their binding affinity value. This is MHC class I binding data. (1) The peptide sequence is NANPDCKTI. The MHC is HLA-A69:01 with pseudo-sequence HLA-A69:01. The binding affinity (normalized) is 0.174. (2) The peptide sequence is KHDFIDNPL. The MHC is HLA-B27:03 with pseudo-sequence HLA-B27:03. The binding affinity (normalized) is 0.0847. (3) The peptide sequence is YPSLMSRVV. The MHC is HLA-A29:02 with pseudo-sequence HLA-A29:02. The binding affinity (normalized) is 0.0847. (4) The peptide sequence is VVCSMEYKK. The MHC is HLA-A68:01 with pseudo-sequence HLA-A68:01. The binding affinity (normalized) is 0.527. (5) The peptide sequence is DVSVSVGTGI. The MHC is HLA-A68:02 with pseudo-sequence HLA-A68:02. The binding affinity (normalized) is 0.441.